Dataset: NCI-60 drug combinations with 297,098 pairs across 59 cell lines. Task: Regression. Given two drug SMILES strings and cell line genomic features, predict the synergy score measuring deviation from expected non-interaction effect. (1) Synergy scores: CSS=-1.29, Synergy_ZIP=13.5, Synergy_Bliss=-4.02, Synergy_Loewe=-4.73, Synergy_HSA=-3.75. Drug 2: CNC(=O)C1=NC=CC(=C1)OC2=CC=C(C=C2)NC(=O)NC3=CC(=C(C=C3)Cl)C(F)(F)F. Cell line: NCI/ADR-RES. Drug 1: CCCCCOC(=O)NC1=NC(=O)N(C=C1F)C2C(C(C(O2)C)O)O. (2) Drug 1: CC1C(C(CC(O1)OC2CC(OC(C2O)C)OC3=CC4=CC5=C(C(=O)C(C(C5)C(C(=O)C(C(C)O)O)OC)OC6CC(C(C(O6)C)O)OC7CC(C(C(O7)C)O)OC8CC(C(C(O8)C)O)(C)O)C(=C4C(=C3C)O)O)O)O. Synergy scores: CSS=35.9, Synergy_ZIP=8.08, Synergy_Bliss=12.2, Synergy_Loewe=-33.4, Synergy_HSA=-4.41. Drug 2: CN(CCCl)CCCl.Cl. Cell line: A498. (3) Drug 1: COC1=C(C=C2C(=C1)N=CN=C2NC3=CC(=C(C=C3)F)Cl)OCCCN4CCOCC4. Drug 2: CC1=C(N=C(N=C1N)C(CC(=O)N)NCC(C(=O)N)N)C(=O)NC(C(C2=CN=CN2)OC3C(C(C(C(O3)CO)O)O)OC4C(C(C(C(O4)CO)O)OC(=O)N)O)C(=O)NC(C)C(C(C)C(=O)NC(C(C)O)C(=O)NCCC5=NC(=CS5)C6=NC(=CS6)C(=O)NCCC[S+](C)C)O. Cell line: OVCAR-4. Synergy scores: CSS=13.3, Synergy_ZIP=0.648, Synergy_Bliss=1.80, Synergy_Loewe=3.06, Synergy_HSA=3.18. (4) Drug 1: CCC(=C(C1=CC=CC=C1)C2=CC=C(C=C2)OCCN(C)C)C3=CC=CC=C3.C(C(=O)O)C(CC(=O)O)(C(=O)O)O. Drug 2: CC(C)CN1C=NC2=C1C3=CC=CC=C3N=C2N. Cell line: MDA-MB-231. Synergy scores: CSS=4.62, Synergy_ZIP=1.60, Synergy_Bliss=2.91, Synergy_Loewe=-0.340, Synergy_HSA=0.210.